This data is from Forward reaction prediction with 1.9M reactions from USPTO patents (1976-2016). The task is: Predict the product of the given reaction. (1) Given the reactants [Br:1][C:2]1[CH:7]=[CH:6][C:5]([C:8]2(O)[CH2:13][CH2:12][NH:11][CH2:10][CH2:9]2)=[CH:4][CH:3]=1, predict the reaction product. The product is: [Br:1][C:2]1[CH:7]=[CH:6][C:5]([C:8]2[CH2:13][CH2:12][NH:11][CH2:10][CH:9]=2)=[CH:4][CH:3]=1. (2) Given the reactants C([Li])CCC.C(NC(C)C)(C)C.[Cl:13][C:14]1[CH:19]=[CH:18][C:17]([O:20][C:21]([F:24])([F:23])[F:22])=[CH:16][CH:15]=1.[C:25](=[O:27])=[O:26], predict the reaction product. The product is: [Cl:13][C:14]1[CH:15]=[CH:16][C:17]([O:20][C:21]([F:22])([F:23])[F:24])=[C:18]([CH:19]=1)[C:25]([OH:27])=[O:26]. (3) The product is: [ClH:29].[C:2]1([NH:8][C:9]([C:11]2[N:12]=[C:13]3[CH:18]=[CH:17][C:16]([B:19]([OH:23])[OH:20])=[CH:15][N:14]3[CH:28]=2)=[O:10])[CH:7]=[CH:6][CH:5]=[CH:4][CH:3]=1. Given the reactants Br.[C:2]1([NH:8][C:9]([C:11]2[N:12]=[C:13]3[CH:18]=[CH:17][C:16]([B:19]4[O:23]C(C)(C)C(C)(C)[O:20]4)=[CH:15][N:14]3[CH:28]=2)=[O:10])[CH:7]=[CH:6][CH:5]=[CH:4][CH:3]=1.[ClH:29].C1(B(O)O)C=CC=CC=1, predict the reaction product. (4) Given the reactants [OH:1][C:2]1[CH:7]=[CH:6][C:5]([N+:8]([O-:10])=[O:9])=[CH:4][C:3]=1[C:11](=[O:14])[CH2:12][CH3:13].C(=O)([O-])[O-].[K+].[K+].[C:21]([C:25]1[CH:32]=[CH:31][C:28]([CH2:29]Cl)=[CH:27][CH:26]=1)([CH3:24])([CH3:23])[CH3:22].CN(C=O)C, predict the reaction product. The product is: [C:21]([C:25]1[CH:26]=[CH:27][C:28]([CH2:29][O:1][C:2]2[CH:7]=[CH:6][C:5]([N+:8]([O-:10])=[O:9])=[CH:4][C:3]=2[C:11](=[O:14])[CH2:12][CH3:13])=[CH:31][CH:32]=1)([CH3:24])([CH3:22])[CH3:23].